From a dataset of Full USPTO retrosynthesis dataset with 1.9M reactions from patents (1976-2016). Predict the reactants needed to synthesize the given product. (1) Given the product [CH3:21][Si:22]([C:25]#[C:26][C:9]1[N:14]=[CH:13][C:12]([CH2:15][CH2:16][C:17]([O:19][CH3:20])=[O:18])=[CH:11][CH:10]=1)([CH3:24])[CH3:23], predict the reactants needed to synthesize it. The reactants are: C(N(CC)CC)C.Br[C:9]1[N:14]=[CH:13][C:12]([CH2:15][CH2:16][C:17]([O:19][CH3:20])=[O:18])=[CH:11][CH:10]=1.[CH3:21][Si:22]([C:25]#[CH:26])([CH3:24])[CH3:23]. (2) Given the product [Cl:1][C:2]1[CH:7]=[CH:6][C:5]([CH:8]2[C:15]3[C:14]([CH3:16])=[N:13][N:12]([CH:17]4[CH2:19][CH2:18]4)[C:11]=3[C:10](=[O:20])[N:9]2[C:22]2[CH:23]=[C:24]([CH3:32])[C:25]3[N:26]([C:28]([CH3:31])=[N:29][N:30]=3)[N:27]=2)=[CH:4][CH:3]=1, predict the reactants needed to synthesize it. The reactants are: [Cl:1][C:2]1[CH:7]=[CH:6][C:5]([CH:8]2[C:15]3[C:14]([CH3:16])=[N:13][N:12]([CH:17]4[CH2:19][CH2:18]4)[C:11]=3[C:10](=[O:20])[NH:9]2)=[CH:4][CH:3]=1.Cl[C:22]1[CH:23]=[C:24]([CH3:32])[C:25]2[N:26]([C:28]([CH3:31])=[N:29][N:30]=2)[N:27]=1. (3) Given the product [CH:1]1([CH2:7][NH:8][C:9](=[O:17])[C:10]2[CH:15]=[CH:14][N:13]=[C:12]([O:25][CH2:18][C:19]3[CH:24]=[CH:23][CH:22]=[CH:21][CH:20]=3)[CH:11]=2)[CH2:6][CH2:5][CH2:4][CH2:3][CH2:2]1, predict the reactants needed to synthesize it. The reactants are: [CH:1]1([CH2:7][NH:8][C:9](=[O:17])[C:10]2[CH:15]=[CH:14][N:13]=[C:12](Cl)[CH:11]=2)[CH2:6][CH2:5][CH2:4][CH2:3][CH2:2]1.[CH2:18]([OH:25])[C:19]1[CH:24]=[CH:23][CH:22]=[CH:21][CH:20]=1.[H-].[Na+].C(O)(=O)CC(CC(O)=O)(C(O)=O)O. (4) The reactants are: [C:1]([CH2:3][C:4]([OH:6])=O)#[N:2].Cl.[F:8][C:9]1([F:34])[CH2:11][CH:10]1[CH2:12][O:13][C:14]1[CH:15]=[C:16]2[C:21](=[CH:22][CH:23]=1)[CH2:20][N:19]([CH2:24][C:25]1[CH:30]=[CH:29][C:28]([C@@H:31]([NH2:33])[CH3:32])=[CH:27][CH:26]=1)[CH2:18][CH2:17]2.CCN(C(C)C)C(C)C. Given the product [C:1]([CH2:3][C:4]([NH:33][C@H:31]([C:28]1[CH:29]=[CH:30][C:25]([CH2:24][N:19]2[CH2:18][CH2:17][C:16]3[C:21](=[CH:22][CH:23]=[C:14]([O:13][CH2:12][CH:10]4[CH2:11][C:9]4([F:34])[F:8])[CH:15]=3)[CH2:20]2)=[CH:26][CH:27]=1)[CH3:32])=[O:6])#[N:2], predict the reactants needed to synthesize it. (5) Given the product [CH2:20]([O:19][C:17]([C:16]1([C:15]([O:28][CH2:29][C:30]2[CH:31]=[CH:32][CH:33]=[CH:34][CH:35]=2)=[O:27])[CH2:36][CH2:12][CH2:11][N:7]([C:6]([O:5][C:1]([CH3:4])([CH3:3])[CH3:2])=[O:14])[CH2:8]1)=[O:18])[C:21]1[CH:26]=[CH:25][CH:24]=[CH:23][CH:22]=1, predict the reactants needed to synthesize it. The reactants are: [C:1]([O:5][C:6](=[O:14])[N:7]([CH2:11][CH2:12]Cl)[CH2:8]CCl)([CH3:4])([CH3:3])[CH3:2].[C:15]([O:28][CH2:29][C:30]1[CH:35]=[CH:34][CH:33]=[CH:32][CH:31]=1)(=[O:27])[CH2:16][C:17]([O:19][CH2:20][C:21]1[CH:26]=[CH:25][CH:24]=[CH:23][CH:22]=1)=[O:18].[C:36](=O)([O-])[O-].[K+].[K+]. (6) Given the product [C:26]([C:2]1[N:3]=[C:4]([O:12][C@H:13]2[C@H:17]([CH3:18])[CH2:16][N:15]([C:19]([O:21][C:22]([CH3:25])([CH3:24])[CH3:23])=[O:20])[CH2:14]2)[C:5]2[C:10]([CH:11]=1)=[CH:9][CH:8]=[CH:7][CH:6]=2)#[N:27], predict the reactants needed to synthesize it. The reactants are: Cl[C:2]1[N:3]=[C:4]([O:12][C@H:13]2[C@H:17]([CH3:18])[CH2:16][N:15]([C:19]([O:21][C:22]([CH3:25])([CH3:24])[CH3:23])=[O:20])[CH2:14]2)[C:5]2[C:10]([CH:11]=1)=[CH:9][CH:8]=[CH:7][CH:6]=2.[CH3:26][N:27](C=O)C. (7) Given the product [N:3]1[C:4]2[N:5]([C:8]3[CH:14]=[CH:13][CH:12]=[CH:11][C:9]=3[N:10]=2)[CH:6]=[CH:7][C:2]=1[C:19]1[CH:20]=[CH:21][C:16]([NH2:15])=[C:17]([F:25])[CH:18]=1, predict the reactants needed to synthesize it. The reactants are: Br[C:2]1[CH:7]=[CH:6][N:5]2[C:8]3[CH:14]=[CH:13][CH:12]=[CH:11][C:9]=3[N:10]=[C:4]2[N:3]=1.[NH2:15][C:16]1[CH:21]=[CH:20][C:19](B(O)O)=[CH:18][C:17]=1[F:25]. (8) Given the product [Cl:38][C:39]1[C:40]([C:49]([F:51])([F:50])[F:52])=[N:41][N:42]([CH2:45][C:46]([N:35]2[CH2:36][CH2:37][N:32]([C:29]3[CH:28]=[CH:27][C:26]([Cl:25])=[CH:31][CH:30]=3)[CH2:33][CH2:34]2)=[O:47])[C:43]=1[CH3:44], predict the reactants needed to synthesize it. The reactants are: CN(C(ON1N=NC2C=CC=NC1=2)=[N+](C)C)C.F[P-](F)(F)(F)(F)F.[Cl:25][C:26]1[CH:31]=[CH:30][C:29]([N:32]2[CH2:37][CH2:36][NH:35][CH2:34][CH2:33]2)=[CH:28][CH:27]=1.[Cl:38][C:39]1[C:40]([C:49]([F:52])([F:51])[F:50])=[N:41][N:42]([CH2:45][C:46](O)=[O:47])[C:43]=1[CH3:44]. (9) Given the product [CH2:5]1[C:6]2([CH2:7][CH2:8][CH2:9][CH2:10][CH2:11]2)[CH2:1][CH2:2][CH:3]([O:12][C:13]2[CH:14]=[C:15]3[C:20](=[CH:21][CH:22]=2)[CH:19]=[C:18]([CH:23]=[O:24])[CH:17]=[CH:16]3)[CH2:4]1, predict the reactants needed to synthesize it. The reactants are: [CH2:1]1[C:6]2([CH2:11][CH2:10][CH2:9][CH2:8][CH2:7]2)[CH2:5][CH2:4][CH:3]([O:12][C:13]2[CH:14]=[C:15]3[C:20](=[CH:21][CH:22]=2)[CH:19]=[C:18]([CH2:23][OH:24])[CH:17]=[CH:16]3)[CH2:2]1.C(Cl)Cl.CC(OI1(OC(C)=O)(OC(C)=O)OC(=O)C2C=CC=CC1=2)=O.